This data is from NCI-60 drug combinations with 297,098 pairs across 59 cell lines. The task is: Regression. Given two drug SMILES strings and cell line genomic features, predict the synergy score measuring deviation from expected non-interaction effect. (1) Synergy scores: CSS=51.0, Synergy_ZIP=-6.24, Synergy_Bliss=-2.20, Synergy_Loewe=0.640, Synergy_HSA=2.75. Cell line: OVCAR-8. Drug 2: C1=NC2=C(N1)C(=S)N=CN2. Drug 1: CCC1=C2CN3C(=CC4=C(C3=O)COC(=O)C4(CC)O)C2=NC5=C1C=C(C=C5)O. (2) Drug 1: CC1=C2C(C(=O)C3(C(CC4C(C3C(C(C2(C)C)(CC1OC(=O)C(C(C5=CC=CC=C5)NC(=O)OC(C)(C)C)O)O)OC(=O)C6=CC=CC=C6)(CO4)OC(=O)C)OC)C)OC. Drug 2: CC1C(C(=O)NC(C(=O)N2CCCC2C(=O)N(CC(=O)N(C(C(=O)O1)C(C)C)C)C)C(C)C)NC(=O)C3=C4C(=C(C=C3)C)OC5=C(C(=O)C(=C(C5=N4)C(=O)NC6C(OC(=O)C(N(C(=O)CN(C(=O)C7CCCN7C(=O)C(NC6=O)C(C)C)C)C)C(C)C)C)N)C. Cell line: KM12. Synergy scores: CSS=59.0, Synergy_ZIP=15.0, Synergy_Bliss=14.7, Synergy_Loewe=2.75, Synergy_HSA=15.0.